Dataset: Forward reaction prediction with 1.9M reactions from USPTO patents (1976-2016). Task: Predict the product of the given reaction. Given the reactants [C:1]([O:5][C:6]([N:8]1[CH2:13][CH2:12][N:11]2[CH2:14][C@@H:15]([C:17]([OH:19])=O)[CH2:16][C@H:10]2[CH2:9]1)=[O:7])([CH3:4])([CH3:3])[CH3:2].C(N=C=NCCCN(C)C)C.O.OC1C2N=NNC=2C=CC=1.[C:42]1([CH:48]([C:50]2[CH:55]=[CH:54][CH:53]=[CH:52][CH:51]=2)[NH2:49])[CH:47]=[CH:46][CH:45]=[CH:44][CH:43]=1, predict the reaction product. The product is: [CH:48]([NH:49][C:17]([C@@H:15]1[CH2:14][N:11]2[CH2:12][CH2:13][N:8]([C:6]([O:5][C:1]([CH3:2])([CH3:3])[CH3:4])=[O:7])[CH2:9][C@@H:10]2[CH2:16]1)=[O:19])([C:50]1[CH:51]=[CH:52][CH:53]=[CH:54][CH:55]=1)[C:42]1[CH:47]=[CH:46][CH:45]=[CH:44][CH:43]=1.